Dataset: NCI-60 drug combinations with 297,098 pairs across 59 cell lines. Task: Regression. Given two drug SMILES strings and cell line genomic features, predict the synergy score measuring deviation from expected non-interaction effect. Drug 1: CC12CCC3C(C1CCC2=O)CC(=C)C4=CC(=O)C=CC34C. Drug 2: CS(=O)(=O)CCNCC1=CC=C(O1)C2=CC3=C(C=C2)N=CN=C3NC4=CC(=C(C=C4)OCC5=CC(=CC=C5)F)Cl. Cell line: COLO 205. Synergy scores: CSS=54.2, Synergy_ZIP=2.85, Synergy_Bliss=5.88, Synergy_Loewe=0.406, Synergy_HSA=2.18.